This data is from Reaction yield outcomes from USPTO patents with 853,638 reactions. The task is: Predict the reaction yield, written as a fraction of the theoretical maximum amount of product (1.0 means a 100% yield; for example, 0.34 means a 34% yield). (1) The reactants are CC1(C)C(C)(C)OB([C:9]2[CH2:14][CH2:13][N:12]([C:15]([O:17][C:18]([CH3:21])([CH3:20])[CH3:19])=[O:16])[CH2:11][CH:10]=2)O1.[Br:23][C:24]1[S:25][C:26](Br)=[N:27][N:28]=1.[O-]P([O-])([O-])=O.[K+].[K+].[K+].O1CCOCC1. The catalyst is C1C=CC([P]([Pd]([P](C2C=CC=CC=2)(C2C=CC=CC=2)C2C=CC=CC=2)([P](C2C=CC=CC=2)(C2C=CC=CC=2)C2C=CC=CC=2)[P](C2C=CC=CC=2)(C2C=CC=CC=2)C2C=CC=CC=2)(C2C=CC=CC=2)C2C=CC=CC=2)=CC=1.O. The product is [Br:23][C:24]1[S:25][C:26]([C:9]2[CH2:14][CH2:13][N:12]([C:15]([O:17][C:18]([CH3:19])([CH3:20])[CH3:21])=[O:16])[CH2:11][CH:10]=2)=[N:27][N:28]=1. The yield is 0.460. (2) The reactants are [CH3:1][O:2][C:3]1[CH:8]=[CH:7][CH:6]=[CH:5][C:4]=1[C:9]1[N:14]=[C:13]([C:15]2[CH:20]=[CH:19][CH:18]=[CH:17][N:16]=2)[CH:12]=[CH:11][CH:10]=1.[CH3:21][O:22][C:23]1[CH:28]=[CH:27][CH:26]=[CH:25][C:24]=1[Li].[Cl-].[NH4+].[Mn]([O-])(=O)(=O)=O.[K+]. The catalyst is CC(C)=O.C(OCC)C. The product is [CH3:1][O:2][C:3]1[CH:8]=[CH:7][CH:6]=[CH:5][C:4]=1[C:9]1[N:14]=[C:13]([C:15]2[CH:20]=[CH:19][CH:18]=[C:17]([C:24]3[CH:25]=[CH:26][CH:27]=[CH:28][C:23]=3[O:22][CH3:21])[N:16]=2)[CH:12]=[CH:11][CH:10]=1. The yield is 0.456.